From a dataset of Full USPTO retrosynthesis dataset with 1.9M reactions from patents (1976-2016). Predict the reactants needed to synthesize the given product. (1) Given the product [C:1]([O:5][C:6]([N:8]1[CH2:13][CH2:12][CH:11]([NH:24][C:21]2[CH:20]=[CH:19][C:18]([O:17][CH2:16][CH3:15])=[CH:23][CH:22]=2)[CH2:10][CH2:9]1)=[O:7])([CH3:4])([CH3:3])[CH3:2], predict the reactants needed to synthesize it. The reactants are: [C:1]([O:5][C:6]([N:8]1[CH2:13][CH2:12][C:11](=O)[CH2:10][CH2:9]1)=[O:7])([CH3:4])([CH3:3])[CH3:2].[CH3:15][CH2:16][O:17][C:18]1[CH:19]=[CH:20][C:21]([NH2:24])=[CH:22][CH:23]=1. (2) Given the product [CH:26]([N:25]1[C:21]([C:19]2[N:20]=[C:13]3[C:12]4[CH:29]=[C:8]([C:7]5[C:2](=[O:32])[NH:3][CH:4]=[CH:5][CH:6]=5)[CH:9]=[CH:10][C:11]=4[O:17][CH2:16][CH2:15][N:14]3[CH:18]=2)=[N:22][CH:23]=[N:24]1)([CH3:28])[CH3:27], predict the reactants needed to synthesize it. The reactants are: F[C:2]1[C:7]([C:8]2[CH:9]=[CH:10][C:11]3[O:17][CH2:16][CH2:15][N:14]4[CH:18]=[C:19]([C:21]5[N:25]([CH:26]([CH3:28])[CH3:27])[N:24]=[CH:23][N:22]=5)[N:20]=[C:13]4[C:12]=3[CH:29]=2)=[CH:6][CH:5]=[CH:4][N:3]=1.Cl.C[O:32]CCOC. (3) Given the product [CH2:3]([O:28][C:10](=[O:12])[C:9]([NH:7][CH:8]=[O:25])=[CH:14][C:15]([CH3:22])([CH3:16])[C:18]([CH3:21])([CH3:20])[CH3:19])[CH3:4], predict the reactants needed to synthesize it. The reactants are: O([C:3](C)(C)[CH3:4])[K].[N+:7]([CH2:9][C:10]([O:12]C)=O)#[C-:8].[CH3:14][C:15]([CH3:22])([C:18]([CH3:21])([CH3:20])[CH3:19])[CH:16]=O.CC[O:25]CC.[OH2:28]. (4) Given the product [OH:30][C:25]1[CH:26]=[CH:27][CH:28]=[CH:29][C:24]=1[C:4]1[N:5]([CH2:16][CH2:17][C:18]2[CH:19]=[CH:20][CH:21]=[CH:22][CH:23]=2)[C:6](=[O:15])[C:7]([C:8]2[S:12][C:11]([C:13]#[N:14])=[CH:10][CH:9]=2)=[C:2]([CH3:1])[N:3]=1, predict the reactants needed to synthesize it. The reactants are: [CH3:1][C:2]1[N:3]=[C:4]([C:24]2[CH:29]=[CH:28][CH:27]=[CH:26][C:25]=2[O:30]CC2C=CC=CC=2)[N:5]([CH2:16][CH2:17][C:18]2[CH:23]=[CH:22][CH:21]=[CH:20][CH:19]=2)[C:6](=[O:15])[C:7]=1[C:8]1[S:12][C:11]([C:13]#[N:14])=[CH:10][CH:9]=1.Br. (5) Given the product [Cl:1][C:2]1[C:3]([C:24]2[N:28]3[CH:29]=[CH:30][CH:31]=[CH:32][C:27]3=[N:26][CH:25]=2)=[N:4][C:5]([NH:8][C:9]2[CH:14]=[CH:13][C:12]([O:15][CH:16]3[CH2:21][CH2:20][N:19]([C:33](=[O:35])[CH3:34])[CH2:18][CH2:17]3)=[CH:11][C:10]=2[O:22][CH3:23])=[N:6][CH:7]=1, predict the reactants needed to synthesize it. The reactants are: [Cl:1][C:2]1[C:3]([C:24]2[N:28]3[CH:29]=[CH:30][CH:31]=[CH:32][C:27]3=[N:26][CH:25]=2)=[N:4][C:5]([NH:8][C:9]2[CH:14]=[CH:13][C:12]([O:15][CH:16]3[CH2:21][CH2:20][NH:19][CH2:18][CH2:17]3)=[CH:11][C:10]=2[O:22][CH3:23])=[N:6][CH:7]=1.[C:33](OC(=O)C)(=[O:35])[CH3:34]. (6) Given the product [Si:40]([O:39][C@H:38]([C:47]1[CH:56]=[CH:55][C:54]([OH:57])=[C:53]2[C:48]=1[CH:49]=[CH:50][C:51](=[O:58])[NH:52]2)[CH2:37][NH:36][CH:60]1[CH2:65][CH2:64][N:63]([CH2:66][C:67]([O:69][CH2:70][C:71]2[CH:72]=[CH:73][CH:74]=[CH:75][CH:76]=2)=[O:68])[CH2:62][CH2:61]1)([C:43]([CH3:46])([CH3:45])[CH3:44])([CH3:42])[CH3:41].[NH3:10], predict the reactants needed to synthesize it. The reactants are: OC1C=CC([C@@H](O)CNCC2(O)CCN(CCOCCC3C=CC=CC=3)CC2)=C2C=1[NH:10]C(=O)C=C2.[NH2:36][CH2:37][C@@H:38]([C:47]1[CH:56]=[CH:55][C:54]([OH:57])=[C:53]2[C:48]=1[CH:49]=[CH:50][C:51](=[O:58])[NH:52]2)[O:39][Si:40]([C:43]([CH3:46])([CH3:45])[CH3:44])([CH3:42])[CH3:41].O=[C:60]1[CH2:65][CH2:64][N:63]([CH2:66][C:67]([O:69][CH2:70][C:71]2[CH:76]=[CH:75][CH:74]=[CH:73][CH:72]=2)=[O:68])[CH2:62][CH2:61]1.C(O[BH-](OC(=O)C)OC(=O)C)(=O)C.[Na+]. (7) Given the product [OH:15][CH:12]1[CH2:13][CH2:14][C:10]([CH2:21][PH:22](=[O:27])[O:23][CH:24]([CH3:26])[CH3:25])=[CH:11]1, predict the reactants needed to synthesize it. The reactants are: C1N2CCN(CC2)C1.I[C:10]1[CH2:14][CH2:13][CH:12]([OH:15])[CH:11]=1.C[Si](Cl)(C)C.[CH3:21][PH:22](=[O:27])[O:23][CH:24]([CH3:26])[CH3:25].